From a dataset of Antibody paratope prediction from SAbDab with 1,023 antibody chains. Token-level Classification. Given an antibody amino acid sequence, predict which amino acid positions are active in antigen binding. Output is a list of indices for active paratope positions. (1) Given the antibody sequence: DIVMTQSPASLAVSLGQRATISCRASENVDKYGNSFMHWYQQKPGQPPKLLIYRASELQWGVPDRFSGSGSGTDFTLTISSLQAEDVAVYYCQRSNEVPWTFGQGTKLEIK, which amino acid positions are active in antigen binding (paratope)? The paratope positions are: [30, 31, 32, 33]. (2) Given the antibody sequence: EVQLVESGGGLVQPKGSLKISCAASGFTFNIYAMNWVRQAPGKGLEWVARIRSQSNNYTTYYADSVKDRFTISRDDSQSMLYLQMNNLKTEDTAMYYCVRQMGDYWGQGTTLTVSS, which amino acid positions are active in antigen binding (paratope)? The paratope positions are: [52, 53, 54, 85, 86, 87]. (3) Given the antibody sequence: EVQLVESGGGLVKPGGSLRLTCVASGFTFSDVWLNWVRQAPGKGLEWVGRIKSRTDGGTTDYAASVKGRFTISRDDSKNTLYLQMNSLKTEDTAVYSCTTDGFIMIRGVSEDYYYYYMDVWGKGTTVTVSS, which amino acid positions are active in antigen binding (paratope)? The paratope positions are: [52, 53, 54, 85, 86, 87, 106, 107, 108, 109, 110, 111, 112, 113, 114, 115, 116, 117].